Dataset: Reaction yield outcomes from USPTO patents with 853,638 reactions. Task: Predict the reaction yield, written as a fraction of the theoretical maximum amount of product (1.0 means a 100% yield; for example, 0.34 means a 34% yield). The product is [C:10]([O:6][CH2:5][C:4]1[CH:7]=[CH:8][CH:9]=[C:2]([CH3:1])[CH:3]=1)(=[O:14])[CH:11]([CH3:13])[CH3:12]. The yield is 0.600. The catalyst is C1(C)C=CC(S(O)(=O)=O)=CC=1.O. The reactants are [CH3:1][C:2]1[CH:3]=[C:4]([CH:7]=[CH:8][CH:9]=1)[CH2:5][OH:6].[C:10](O)(=[O:14])[CH:11]([CH3:13])[CH3:12].